This data is from Forward reaction prediction with 1.9M reactions from USPTO patents (1976-2016). The task is: Predict the product of the given reaction. (1) Given the reactants Br[C:2]1[CH:7]=[CH:6][C:5]([C:8]([CH3:12])([CH3:11])[CH2:9][OH:10])=[CH:4][CH:3]=1.[CH3:13][C:14]1([CH3:28])[CH2:19][O:18][B:17]([B:17]2[O:18][CH2:19][C:14]([CH3:28])([CH3:13])[CH2:15][O:16]2)[O:16][CH2:15]1.CC([O-])=O.[K+], predict the reaction product. The product is: [CH3:13][C:14]1([CH3:28])[CH2:19][O:18][B:17]([C:2]2[CH:7]=[CH:6][C:5]([C:8]([CH3:12])([CH3:11])[CH2:9][OH:10])=[CH:4][CH:3]=2)[O:16][CH2:15]1. (2) Given the reactants [CH3:1][C:2]1[S:3][C:4]2[CH:10]=[CH:9][C:8]([C:11]([OH:13])=[O:12])=[CH:7][C:5]=2[N:6]=1.[C:14]([O-])([O-])=O.[Cs+].[Cs+].CI.O, predict the reaction product. The product is: [CH3:1][C:2]1[S:3][C:4]2[CH:10]=[CH:9][C:8]([C:11]([O:13][CH3:14])=[O:12])=[CH:7][C:5]=2[N:6]=1. (3) Given the reactants [F:1][C:2]1[CH:7]=[CH:6][CH:5]=[CH:4][C:3]=1[C:8]1[O:9][CH:10]=[C:11]([CH2:13][CH2:14][NH2:15])[N:12]=1.[F:16][C:17]([F:33])([F:32])[C:18]1[O:22][N:21]=[C:20]([C:23]2[CH:24]=[N:25][CH:26]=[C:27]([CH:31]=2)[C:28](O)=[O:29])[N:19]=1, predict the reaction product. The product is: [F:1][C:2]1[CH:7]=[CH:6][CH:5]=[CH:4][C:3]=1[C:8]1[O:9][CH:10]=[C:11]([CH2:13][CH2:14][NH:15][C:28](=[O:29])[C:27]2[CH:31]=[C:23]([C:20]3[N:19]=[C:18]([C:17]([F:33])([F:32])[F:16])[O:22][N:21]=3)[CH:24]=[N:25][CH:26]=2)[N:12]=1.